From a dataset of Forward reaction prediction with 1.9M reactions from USPTO patents (1976-2016). Predict the product of the given reaction. (1) Given the reactants [CH3:1][O:2][C:3]1[CH:8]=[CH:7][C:6]([CH2:9][C:10]([O:12][CH3:13])=[O:11])=[CH:5][CH:4]=1.[C:14](OC)(=[O:17])[CH:15]=[CH2:16].[CH2:20]1[CH2:24][O:23][CH2:22][CH2:21]1.CC(C)([O-:28])C.[K+], predict the reaction product. The product is: [OH:17][C:14]1[CH2:15][CH2:16][C:9]([C:6]2[CH:5]=[CH:4][C:3]([O:2][CH3:1])=[CH:8][CH:7]=2)([C:10]([O:12][CH3:13])=[O:11])[CH2:21][C:20]=1[C:24]([O:23][CH3:22])=[O:28]. (2) Given the reactants [CH3:1][C:2]1[CH:7]=[CH:6][CH:5]=[CH:4][C:3]=1[C:8]1[CH:13]=[CH:12][C:11]([N+:14]([O-:16])=[O:15])=[CH:10][C:9]=1[NH2:17].C(N(C(C)C)C(C)C)C.[F:27][C:28]([F:46])([F:45])[C:29]1[CH:30]=[C:31]([C:39]([CH3:44])([CH3:43])[C:40](Cl)=[O:41])[CH:32]=[C:33]([C:35]([F:38])([F:37])[F:36])[CH:34]=1, predict the reaction product. The product is: [F:27][C:28]([F:45])([F:46])[C:29]1[CH:30]=[C:31]([C:39]([CH3:43])([CH3:44])[C:40]([NH:17][C:9]2[CH:10]=[C:11]([N+:14]([O-:16])=[O:15])[CH:12]=[CH:13][C:8]=2[C:3]2[CH:4]=[CH:5][CH:6]=[CH:7][C:2]=2[CH3:1])=[O:41])[CH:32]=[C:33]([C:35]([F:36])([F:37])[F:38])[CH:34]=1. (3) Given the reactants [Cl:1][C:2]1[CH:3]=[N:4][N:5]([C:7]2[CH:12]=[CH:11][N:10]=[CH:9][C:8]=2[N:13]2[CH2:18][CH2:17][CH:16]([C:19]([OH:21])=O)[CH2:15][CH2:14]2)[CH:6]=1.Cl.[F:23][C@@H:24]1[CH2:28][CH2:27][NH:26][CH2:25]1.CN(C(ON1N=NC2C=CC=NC1=2)=[N+](C)C)C.F[P-](F)(F)(F)(F)F.CCN(C(C)C)C(C)C, predict the reaction product. The product is: [Cl:1][C:2]1[CH:3]=[N:4][N:5]([C:7]2[CH:12]=[CH:11][N:10]=[CH:9][C:8]=2[N:13]2[CH2:14][CH2:15][CH:16]([C:19]([N:26]3[CH2:27][CH2:28][C@@H:24]([F:23])[CH2:25]3)=[O:21])[CH2:17][CH2:18]2)[CH:6]=1. (4) Given the reactants [Cl:1][C:2]1[CH:3]=[C:4]([C:8]([NH2:12])([CH3:11])[CH2:9][NH2:10])[CH:5]=[CH:6][CH:7]=1.[CH3:13][O:14][C:15]([C:17]12[CH2:26][CH:21]3[CH2:22][CH:23]([CH2:25][CH:19]([C:20]3=O)[CH2:18]1)[CH2:24]2)=[O:16].C(O)(=O)C.[BH4-].[Na+], predict the reaction product. The product is: [CH3:13][O:14][C:15]([C:17]12[CH2:26][CH:21]3[CH2:22][CH:23]([CH2:25][CH:19]([CH:20]3[NH:10][CH2:9][C:8]([NH2:12])([C:4]3[CH:5]=[CH:6][CH:7]=[C:2]([Cl:1])[CH:3]=3)[CH3:11])[CH2:18]1)[CH2:24]2)=[O:16]. (5) Given the reactants [Cl:1][C:2]1[CH:7]=[CH:6][C:5]([CH2:8][S:9]([C:11]2[CH:16]=[CH:15][CH:14]=[CH:13][N+:12]=2[O-:17])=[O:10])=[CH:4][C:3]=1[N+:18]([O-:20])=[O:19].C(OO)(=[O:23])C.S(=O)(=O)(O)[O-].[Na+].O, predict the reaction product. The product is: [Cl:1][C:2]1[CH:7]=[CH:6][C:5]([CH2:8][S:9]([C:11]2[CH:16]=[CH:15][CH:14]=[CH:13][N+:12]=2[O-:17])(=[O:23])=[O:10])=[CH:4][C:3]=1[N+:18]([O-:20])=[O:19].